Dataset: Forward reaction prediction with 1.9M reactions from USPTO patents (1976-2016). Task: Predict the product of the given reaction. (1) Given the reactants [H-].[Na+].CS(C)=O.[ClH:7].[NH2:8][C:9]1[CH:14]=[CH:13][C:12]([OH:15])=[CH:11][C:10]=1Cl.Cl[C:18]1[C:27]2[C:22](=[CH:23][C:24]([O:30][CH3:31])=[C:25]([O:28][CH3:29])[CH:26]=2)[N:21]=[CH:20][CH:19]=1, predict the reaction product. The product is: [Cl:7][C:11]1[CH:10]=[C:9]([CH:14]=[CH:13][C:12]=1[O:15][C:18]1[C:27]2[C:22](=[CH:23][C:24]([O:30][CH3:31])=[C:25]([O:28][CH3:29])[CH:26]=2)[N:21]=[CH:20][CH:19]=1)[NH2:8]. (2) Given the reactants C(O[C:6]([C:8]1[C:9]([OH:19])=[C:10]2[CH:17]=[C:16]([CH3:18])[S:15][C:11]2=[C:12]([CH3:14])[N:13]=1)=[O:7])CCC.[NH2:20][CH2:21][C:22]([OH:24])=[O:23], predict the reaction product. The product is: [OH:19][C:9]1[C:8]([C:6]([NH:20][CH2:21][C:22]([OH:24])=[O:23])=[O:7])=[N:13][C:12]([CH3:14])=[C:11]2[S:15][C:16]([CH3:18])=[CH:17][C:10]=12. (3) Given the reactants CCCC[N+](CCCC)(CCCC)CCCC.[F-].[F:19][C:20]([F:40])([F:39])[C:21]1([O:34][Si](C)(C)C)[CH2:26][CH2:25][CH2:24][N:23]([C:27]([O:29][C:30]([CH3:33])([CH3:32])[CH3:31])=[O:28])[CH2:22]1, predict the reaction product. The product is: [OH:34][C:21]1([C:20]([F:40])([F:19])[F:39])[CH2:26][CH2:25][CH2:24][N:23]([C:27]([O:29][C:30]([CH3:33])([CH3:31])[CH3:32])=[O:28])[CH2:22]1. (4) The product is: [CH:22]1([CH2:25][NH:26][C:19]([C:12]2[C:13]([C:15]([F:18])([F:16])[F:17])=[N:14][C:9]([NH:8][C:4]3[CH:5]=[CH:6][CH:7]=[C:2]([Br:1])[CH:3]=3)=[N:10][CH:11]=2)=[O:21])[CH2:24][CH2:23]1. Given the reactants [Br:1][C:2]1[CH:3]=[C:4]([NH:8][C:9]2[N:14]=[C:13]([C:15]([F:18])([F:17])[F:16])[C:12]([C:19]([OH:21])=O)=[CH:11][N:10]=2)[CH:5]=[CH:6][CH:7]=1.[CH:22]1([CH2:25][NH2:26])[CH2:24][CH2:23]1, predict the reaction product. (5) Given the reactants [CH2:1]([O:3][P:4]([CH:9]=[CH:10][C:11]1([N:29]=[N+:30]=[N-:31])[CH:18]2[CH:14]([O:15]C(C)(C)[O:17]2)[CH:13]([N:21]2[CH:26]=[CH:25][C:24](=[O:27])[NH:23][C:22]2=[O:28])[O:12]1)(=[O:8])[O:5][CH2:6][CH3:7])[CH3:2], predict the reaction product. The product is: [CH2:1]([O:3][P:4]([CH:9]=[CH:10][C:11]1([N:29]=[N+:30]=[N-:31])[CH:18]([OH:17])[CH:14]([OH:15])[CH:13]([N:21]2[CH:26]=[CH:25][C:24](=[O:27])[NH:23][C:22]2=[O:28])[O:12]1)(=[O:8])[O:5][CH2:6][CH3:7])[CH3:2]. (6) The product is: [Cl:30][C:31]1[CH:38]=[C:37]([O:39][C:40]2[CH:45]=[CH:44][CH:43]=[CH:42][C:41]=2[Cl:46])[CH:36]=[CH:35][C:32]=1[CH2:33][NH:34][C:59]([C:56]1([NH:55][C:53]([C:51]2[CH:50]=[N:49][CH:48]=[N:47][CH:52]=2)=[O:54])[CH2:58][CH2:57]1)=[O:60]. Given the reactants C(N(CC)CC)C.CN(C(ON1N=NC2C=CC=CC1=2)=[N+](C)C)C.[B-](F)(F)(F)F.[Cl:30][C:31]1[CH:38]=[C:37]([O:39][C:40]2[CH:45]=[CH:44][CH:43]=[CH:42][C:41]=2[Cl:46])[CH:36]=[CH:35][C:32]=1[CH2:33][NH2:34].[N:47]1[CH:52]=[C:51]([C:53]([NH:55][C:56]2([C:59](O)=[O:60])[CH2:58][CH2:57]2)=[O:54])[CH:50]=[N:49][CH:48]=1, predict the reaction product.